This data is from Merck oncology drug combination screen with 23,052 pairs across 39 cell lines. The task is: Regression. Given two drug SMILES strings and cell line genomic features, predict the synergy score measuring deviation from expected non-interaction effect. (1) Drug 1: CS(=O)(=O)CCNCc1ccc(-c2ccc3ncnc(Nc4ccc(OCc5cccc(F)c5)c(Cl)c4)c3c2)o1. Drug 2: CNC(=O)c1cc(Oc2ccc(NC(=O)Nc3ccc(Cl)c(C(F)(F)F)c3)cc2)ccn1. Cell line: RKO. Synergy scores: synergy=15.5. (2) Drug 1: CC1(c2nc3c(C(N)=O)cccc3[nH]2)CCCN1. Drug 2: CNC(=O)c1cc(Oc2ccc(NC(=O)Nc3ccc(Cl)c(C(F)(F)F)c3)cc2)ccn1. Cell line: UWB1289BRCA1. Synergy scores: synergy=-1.14. (3) Drug 1: O=S1(=O)NC2(CN1CC(F)(F)F)C1CCC2Cc2cc(C=CCN3CCC(C(F)(F)F)CC3)ccc2C1. Drug 2: C#Cc1cccc(Nc2ncnc3cc(OCCOC)c(OCCOC)cc23)c1. Cell line: SW620. Synergy scores: synergy=-2.56. (4) Drug 1: CCC1(O)CC2CN(CCc3c([nH]c4ccccc34)C(C(=O)OC)(c3cc4c(cc3OC)N(C)C3C(O)(C(=O)OC)C(OC(C)=O)C5(CC)C=CCN6CCC43C65)C2)C1. Drug 2: CCc1cnn2c(NCc3ccc[n+]([O-])c3)cc(N3CCCCC3CCO)nc12. Cell line: OV90. Synergy scores: synergy=-26.3. (5) Drug 1: O=C(O)C1(Cc2cccc(Nc3nccs3)n2)CCC(Oc2cccc(Cl)c2F)CC1. Drug 2: Cn1cc(-c2cnn3c(N)c(Br)c(C4CCCNC4)nc23)cn1. Cell line: RPMI7951. Synergy scores: synergy=-0.690. (6) Synergy scores: synergy=9.38. Drug 1: CN1C(=O)C=CC2(C)C3CCC4(C)C(NC(=O)OCC(F)(F)F)CCC4C3CCC12. Cell line: NCIH2122. Drug 2: CC1CC2C3CCC4=CC(=O)C=CC4(C)C3(F)C(O)CC2(C)C1(O)C(=O)CO.